This data is from Full USPTO retrosynthesis dataset with 1.9M reactions from patents (1976-2016). The task is: Predict the reactants needed to synthesize the given product. (1) Given the product [CH3:1][C:2]1[CH:7]=[C:6]([CH3:8])[CH:5]=[C:4]([CH3:9])[C:3]=1[NH:10][C:11]([NH:13][C:14]1[C:15]([C:24]([NH:26][C:27]2([C:37]([OH:39])=[O:38])[CH2:36][CH2:35][C:34]3[C:29](=[CH:30][CH:31]=[CH:32][CH:33]=3)[CH2:28]2)=[O:25])=[CH:16][C:17]2[C:22]([CH:23]=1)=[CH:21][CH:20]=[CH:19][CH:18]=2)=[O:12], predict the reactants needed to synthesize it. The reactants are: [CH3:1][C:2]1[CH:7]=[C:6]([CH3:8])[CH:5]=[C:4]([CH3:9])[C:3]=1[NH:10][C:11]([NH:13][C:14]1[C:15]([C:24]([NH:26][C:27]2([C:37]([O:39]C)=[O:38])[CH2:36][CH2:35][C:34]3[C:29](=[CH:30][CH:31]=[CH:32][CH:33]=3)[CH2:28]2)=[O:25])=[CH:16][C:17]2[C:22]([CH:23]=1)=[CH:21][CH:20]=[CH:19][CH:18]=2)=[O:12].Cl. (2) Given the product [C:21]([C:24]1[S:28][C:27]2[CH:29]=[CH:30][CH:31]=[C:32]([C:6]3[CH:7]=[C:8]([CH:10]([CH3:12])[CH3:11])[CH:9]=[C:4]([CH:1]([CH3:2])[CH3:3])[C:5]=3[O:16][CH2:17][CH2:18][CH2:19][CH3:20])[C:26]=2[CH:25]=1)(=[O:23])[CH3:22], predict the reactants needed to synthesize it. The reactants are: [CH:1]([C:4]1[C:5]([O:16][CH2:17][CH2:18][CH2:19][CH3:20])=[C:6](B(O)O)[CH:7]=[C:8]([CH:10]([CH3:12])[CH3:11])[CH:9]=1)([CH3:3])[CH3:2].[C:21]([C:24]1[S:28][C:27]2[CH:29]=[CH:30][CH:31]=[C:32](I)[C:26]=2[CH:25]=1)(=[O:23])[CH3:22].C(=O)([O-])[O-].[Na+].[Na+].O.